From a dataset of Catalyst prediction with 721,799 reactions and 888 catalyst types from USPTO. Predict which catalyst facilitates the given reaction. (1) Reactant: [OH-:1].[Na+].[C:3]([C:5]1[CH:14]=[C:13]2[C:8]([CH:9]=[C:10]([O:19][CH3:20])[C:11]([NH:15]C(=O)C)=[CH:12]2)=[CH:7][CH:6]=1)#N.[OH2:21]. Product: [NH2:15][C:11]1[CH:12]=[C:13]2[C:8]([CH:7]=[CH:6][C:5]([C:3]([OH:21])=[O:1])=[CH:14]2)=[CH:9][C:10]=1[O:19][CH3:20]. The catalyst class is: 196. (2) Reactant: [Br:1][C:2]1[CH:7]=[CH:6][N:5]2[N:8]=[C:9]([NH2:11])[N:10]=[C:4]2[CH:3]=1.[CH2:12]([N:14]=[C:15]=[O:16])[CH3:13]. Product: [Br:1][C:2]1[CH:7]=[CH:6][N:5]2[N:8]=[C:9]([NH:11][C:15]([NH:14][CH2:12][CH3:13])=[O:16])[N:10]=[C:4]2[CH:3]=1. The catalyst class is: 182. (3) Reactant: C(N(C(C)C)C(C)C)C.Cl[C:11]1[C:12]2[C:19]([Cl:20])=[CH:18][NH:17][C:13]=2[N:14]=[CH:15][N:16]=1.[NH:21]1[C:25]2[CH:26]=[CH:27][CH:28]=[CH:29][C:24]=2[N:23]=[C:22]1[C:30]1([CH2:36][N:37]=C(C2C=CC=CC=2)C2C=CC=CC=2)[CH2:35][CH2:34][NH:33][CH2:32][CH2:31]1.Cl.C(O)(C)C. Product: [NH:21]1[C:25]2[CH:26]=[CH:27][CH:28]=[CH:29][C:24]=2[N:23]=[C:22]1[C:30]1([CH2:36][NH2:37])[CH2:31][CH2:32][N:33]([C:11]2[C:12]3[C:19]([Cl:20])=[CH:18][NH:17][C:13]=3[N:14]=[CH:15][N:16]=2)[CH2:34][CH2:35]1. The catalyst class is: 729. (4) Reactant: C(O[C:4]([C:6]1[N:11]=[C:10]([Br:12])[C:9]2[S:13][C:14]([C:16]3[CH:21]=[CH:20][CH:19]=[CH:18][CH:17]=3)=[N:15][C:8]=2[C:7]=1[OH:22])=[O:5])C.[NH2:23][CH2:24][C:25]([OH:27])=[O:26]. Product: [Br:12][C:10]1[C:9]2[S:13][C:14]([C:16]3[CH:17]=[CH:18][CH:19]=[CH:20][CH:21]=3)=[N:15][C:8]=2[C:7]([OH:22])=[C:6]([C:4]([NH:23][CH2:24][C:25]([OH:27])=[O:26])=[O:5])[N:11]=1. The catalyst class is: 779. (5) Reactant: [C:1](Cl)(=[O:5])[CH2:2][CH2:3][CH3:4].Cl.[NH2:8][C:9]1[CH:14]=[CH:13][C:12]([N:15]2[CH2:20][CH2:19][C:18](=[O:21])[CH2:17][CH2:16]2)=[CH:11][CH:10]=1.C(N(CC)CC)C. Product: [O:21]=[C:18]1[CH2:19][CH2:20][N:15]([C:12]2[CH:13]=[CH:14][C:9]([NH:8][C:1](=[O:5])[CH2:2][CH2:3][CH3:4])=[CH:10][CH:11]=2)[CH2:16][CH2:17]1. The catalyst class is: 2. (6) Reactant: [CH3:1][O:2][C:3]([C:5]1[CH:9]=[C:8]([OH:10])[N:7]([CH3:11])[N:6]=1)=[O:4].[CH3:12][C:13]1[O:17][N:16]=[C:15]([C:18]2[CH:23]=[CH:22][CH:21]=[CH:20][N:19]=2)[C:14]=1[CH2:24]O.C1(P(C2C=CC=CC=2)C2C=CC=CC=2)C=CC=CC=1.N(C(OCC)=O)=NC(OCC)=O. Product: [CH3:1][O:2][C:3]([C:5]1[CH:9]=[C:8]([O:10][CH2:24][C:14]2[C:15]([C:18]3[CH:23]=[CH:22][CH:21]=[CH:20][N:19]=3)=[N:16][O:17][C:13]=2[CH3:12])[N:7]([CH3:11])[N:6]=1)=[O:4]. The catalyst class is: 1. (7) Reactant: [Si:1]([O:8][C@@H:9]([CH3:15])[C:10]([O:12]CC)=[O:11])([C:4]([CH3:7])([CH3:6])[CH3:5])([CH3:3])[CH3:2].[Li+].[OH-]. Product: [Si:1]([O:8][C@@H:9]([CH3:15])[C:10]([OH:12])=[O:11])([C:4]([CH3:7])([CH3:6])[CH3:5])([CH3:3])[CH3:2]. The catalyst class is: 1.